Dataset: Forward reaction prediction with 1.9M reactions from USPTO patents (1976-2016). Task: Predict the product of the given reaction. (1) Given the reactants Cl.[NH2:2][CH2:3][CH2:4][NH:5][C:6]([C:8]1[O:9][C:10]([CH3:20])([C:14]2[CH:19]=[CH:18][CH:17]=[CH:16][CH:15]=2)[C:11](=[O:13])[CH:12]=1)=[O:7].[C:21](O)(=[O:43])[CH2:22][CH2:23]/[CH:24]=[CH:25]\[CH2:26]/[CH:27]=[CH:28]\[CH2:29]/[CH:30]=[CH:31]\[CH2:32]/[CH:33]=[CH:34]\[CH2:35]/[CH:36]=[CH:37]\[CH2:38]/[CH:39]=[CH:40]\[CH2:41][CH3:42].CN(C(ON1N=NC2C=CC=NC1=2)=[N+](C)C)C.F[P-](F)(F)(F)(F)F.CCN(C(C)C)C(C)C, predict the reaction product. The product is: [C:21]([NH:2][CH2:3][CH2:4][NH:5][C:6]([C:8]1[O:9][C:10]([CH3:20])([C:14]2[CH:19]=[CH:18][CH:17]=[CH:16][CH:15]=2)[C:11](=[O:13])[CH:12]=1)=[O:7])(=[O:43])[CH2:22][CH2:23]/[CH:24]=[CH:25]\[CH2:26]/[CH:27]=[CH:28]\[CH2:29]/[CH:30]=[CH:31]\[CH2:32]/[CH:33]=[CH:34]\[CH2:35]/[CH:36]=[CH:37]\[CH2:38]/[CH:39]=[CH:40]\[CH2:41][CH3:42]. (2) Given the reactants [BH4-].[Na+].[Cl-].[Ca+2].[Cl-].[Cl:6][C:7]1[CH:16]=[CH:15][C:14]([CH2:17][N:18]2[C:22]([CH3:23])=[C:21]([C:24]3[CH:29]=[CH:28][C:27]([C:30]#[N:31])=[CH:26][CH:25]=3)[C:20]([C:32]#[N:33])=[C:19]2[CH3:34])=[CH:13][C:8]=1[C:9](OC)=[O:10].C(O)(=O)CC(CC(O)=O)(C(O)=O)O, predict the reaction product. The product is: [Cl:6][C:7]1[CH:16]=[CH:15][C:14]([CH2:17][N:18]2[C:22]([CH3:23])=[C:21]([C:24]3[CH:25]=[CH:26][C:27]([C:30]#[N:31])=[CH:28][CH:29]=3)[C:20]([C:32]#[N:33])=[C:19]2[CH3:34])=[CH:13][C:8]=1[CH2:9][OH:10]. (3) Given the reactants C(O[CH:5]([O:9][C:10](=[O:12])[CH3:11])[C:6]([CH3:8])=[CH2:7])(=O)C.[C:13]1([O:19][CH3:20])[CH:18]=[CH:17][CH:16]=[CH:15][CH:14]=1.C=CC, predict the reaction product. The product is: [C:10]([O:9][CH:5]=[C:6]([CH3:7])[CH2:8][C:16]1[CH:17]=[CH:18][C:13]([O:19][CH3:20])=[CH:14][CH:15]=1)(=[O:12])[CH3:11]. (4) The product is: [Br:1][C:2]1[CH:3]=[C:4]([CH2:10][C:11]([O:13][CH2:14][CH3:15])=[O:12])[CH:5]=[C:6]([Cl:9])[C:7]=1[O:8][CH2:25][CH:22]1[CH2:24][CH2:23]1. Given the reactants [Br:1][C:2]1[CH:3]=[C:4]([CH2:10][C:11]([O:13][CH2:14][CH3:15])=[O:12])[CH:5]=[C:6]([Cl:9])[C:7]=1[OH:8].C([O-])([O-])=O.[K+].[K+].[CH:22]1([CH2:25]Br)[CH2:24][CH2:23]1, predict the reaction product. (5) Given the reactants [C:1]([O:5][C:6]([NH:8][C@H:9]([C:25]([N:27]1[CH2:31][CH2:30][C@H:29]([F:32])[CH2:28]1)=[O:26])[C@H:10]([CH:12]1[CH2:17][CH2:16][CH:15]([C:18]([O:20]CCCC)=[O:19])[CH2:14][CH2:13]1)[CH3:11])=[O:7])([CH3:4])([CH3:3])[CH3:2].CO.[OH-].[Li+].S(=O)(=O)(O)[O-].[Na+], predict the reaction product. The product is: [C:1]([O:5][C:6]([NH:8][C@H:9]([C:25]([N:27]1[CH2:31][CH2:30][C@H:29]([F:32])[CH2:28]1)=[O:26])[C@H:10]([CH:12]1[CH2:17][CH2:16][CH:15]([C:18]([OH:20])=[O:19])[CH2:14][CH2:13]1)[CH3:11])=[O:7])([CH3:2])([CH3:3])[CH3:4]. (6) Given the reactants C[O:2][C:3](=O)[CH:4]([CH3:19])[CH2:5][CH2:6][O:7][C:8]1[CH:17]=[C:16]2[C:11]([CH2:12][CH2:13][C:14](=[O:18])[NH:15]2)=[CH:10][CH:9]=1.[H-].[Al+3].[Li+].[H-].[H-].[H-].[C@H](O)(C([O-])=O)[C@@H](O)C([O-])=O.[Na+].[K+], predict the reaction product. The product is: [OH:2][CH2:3][CH:4]([CH3:19])[CH2:5][CH2:6][O:7][C:8]1[CH:17]=[C:16]2[C:11]([CH2:12][CH2:13][C:14](=[O:18])[NH:15]2)=[CH:10][CH:9]=1. (7) Given the reactants C1C=CC=CC=1.[Cl:7]/C=C/Cl.[Cl:11][C:12]1[CH:19]=[CH:18][C:15]([CH:16]=[CH2:17])=[CH:14][CH:13]=1, predict the reaction product. The product is: [Cl:11][C:12]1[CH:19]=[CH:18][C:15](/[CH:16]=[CH:17]/[Cl:7])=[CH:14][CH:13]=1. (8) Given the reactants [S:1]([O:9][CH2:10][CH2:11][CH2:12][O:13][CH3:14])([O:3][CH2:4][CH2:5][CH2:6][O:7][CH3:8])=[O:2].I([O-])(=O)(=O)=[O:16].[Na+], predict the reaction product. The product is: [S:1]([O:3][CH2:4][CH2:5][CH2:6][O:7][CH3:8])([O:9][CH2:10][CH2:11][CH2:12][O:13][CH3:14])(=[O:16])=[O:2].